From a dataset of Forward reaction prediction with 1.9M reactions from USPTO patents (1976-2016). Predict the product of the given reaction. (1) Given the reactants C([O:9][CH:10]([CH:20]1[CH2:25][CH2:24][CH2:23][CH2:22][CH2:21]1)[CH2:11][NH:12][C:13]([O:15][C:16]([CH3:19])([CH3:18])[CH3:17])=[O:14])(=O)C1C=CC=CC=1.[OH-].[Na+], predict the reaction product. The product is: [CH:20]1([CH:10]([OH:9])[CH2:11][NH:12][C:13](=[O:14])[O:15][C:16]([CH3:17])([CH3:19])[CH3:18])[CH2:21][CH2:22][CH2:23][CH2:24][CH2:25]1. (2) Given the reactants [C:1]([O:5][C:6](=[O:42])[C:7]([S:10][C:11]1[S:12][CH:13]=[C:14]([CH2:16][CH2:17][N:18]([CH2:27][C:28]2[CH:33]=[CH:32][C:31]([NH:34]C(OC(C)(C)C)=O)=[CH:30][CH:29]=2)[C:19]2[N:24]=[CH:23][C:22]([CH2:25][CH3:26])=[CH:21][N:20]=2)[N:15]=1)([CH3:9])[CH3:8])([CH3:4])([CH3:3])[CH3:2].O.C1(C)C=CC(S(O)(=O)=O)=CC=1, predict the reaction product. The product is: [C:1]([O:5][C:6](=[O:42])[C:7]([S:10][C:11]1[S:12][CH:13]=[C:14]([CH2:16][CH2:17][N:18]([CH2:27][C:28]2[CH:29]=[CH:30][C:31]([NH2:34])=[CH:32][CH:33]=2)[C:19]2[N:24]=[CH:23][C:22]([CH2:25][CH3:26])=[CH:21][N:20]=2)[N:15]=1)([CH3:8])[CH3:9])([CH3:2])([CH3:3])[CH3:4]. (3) The product is: [N:31]1([CH2:36][CH2:37][CH2:38][NH:39][C:8](=[O:7])[NH:9][C:10]2[S:14][N:13]=[C:12]([O:15][CH2:16][C:17]3[C:22]([F:23])=[CH:21][C:20]([CH3:24])=[C:19]([F:25])[C:18]=3[F:26])[C:11]=2[C:27]([NH2:28])=[O:29])[CH2:35][CH2:34][CH2:33][CH2:32]1. Given the reactants C1([O:7][C:8](=O)[NH:9][C:10]2[S:14][N:13]=[C:12]([O:15][CH2:16][C:17]3[C:22]([F:23])=[CH:21][C:20]([CH3:24])=[C:19]([F:25])[C:18]=3[F:26])[C:11]=2[C:27](=[O:29])[NH2:28])C=CC=CC=1.[N:31]1([CH2:36][CH2:37][CH2:38][NH2:39])[CH2:35][CH2:34][CH2:33][CH2:32]1, predict the reaction product.